Dataset: Forward reaction prediction with 1.9M reactions from USPTO patents (1976-2016). Task: Predict the product of the given reaction. Given the reactants Br[C:2]1[N:7]2[N:8]=[C:9]([NH2:11])[N:10]=[C:6]2[CH:5]=[CH:4][CH:3]=1.[CH:12]1([NH2:17])[CH2:16][CH2:15][CH2:14][CH2:13]1, predict the reaction product. The product is: [CH:12]1([NH:17][C:2]2[N:7]3[N:8]=[C:9]([NH2:11])[N:10]=[C:6]3[CH:5]=[CH:4][CH:3]=2)[CH2:16][CH2:15][CH2:14][CH2:13]1.